This data is from Full USPTO retrosynthesis dataset with 1.9M reactions from patents (1976-2016). The task is: Predict the reactants needed to synthesize the given product. (1) Given the product [CH2:1]([N:3]1[C:7]2=[N:8][C:9]([C:10]([F:11])([F:12])[F:13])=[C:14]([C:15]([O:17][CH2:21][CH3:22])=[O:16])[C:18]([OH:20])=[C:6]2[CH:5]=[N:4]1)[CH3:2], predict the reactants needed to synthesize it. The reactants are: [CH2:1]([N:3]1[C:7]([NH:8][C:9](=[C:14]([C:18]([O-:20])=O)[C:15]([O-:17])=[O:16])[C:10]([F:13])([F:12])[F:11])=[CH:6][CH:5]=[N:4]1)[CH3:2].[C:21]1(C)C=CC=C[CH:22]=1. (2) Given the product [CH2:26]([O:25][C:23](=[O:24])[NH:1][CH2:2][C@@H:3]1[CH2:7][CH2:6][N:5]([C:8]([O:10][C:11]([CH3:14])([CH3:13])[CH3:12])=[O:9])[CH2:4]1)[C:27]1[CH:32]=[CH:31][CH:30]=[CH:29][CH:28]=1, predict the reactants needed to synthesize it. The reactants are: [NH2:1][CH2:2][C@@H:3]1[CH2:7][CH2:6][N:5]([C:8]([O:10][C:11]([CH3:14])([CH3:13])[CH3:12])=[O:9])[CH2:4]1.C(N(CC)CC)C.Cl[C:23]([O:25][CH2:26][C:27]1[CH:32]=[CH:31][CH:30]=[CH:29][CH:28]=1)=[O:24]. (3) Given the product [CH2:1]([NH:5][C:6](=[O:35])[C@H:7]([CH3:34])[CH2:8][C@H:9]([OH:33])[C@@H:10]1[CH2:11][C:12]2[CH:13]=[C:14]([CH:15]=[CH:16][CH:17]=2)[O:18][CH2:19][CH2:31][CH2:30][CH2:29][S:26](=[O:28])(=[O:27])[CH2:25][CH2:24][C:23](=[O:32])[NH:22]1)[CH2:2][CH2:3][CH3:4], predict the reactants needed to synthesize it. The reactants are: [CH2:1]([NH:5][C:6](=[O:35])[C@H:7]([CH3:34])[CH2:8][C@H:9]([OH:33])[C@@H:10]([NH:22][C:23](=[O:32])[CH2:24][CH2:25][S:26]([CH2:29][CH:30]=[CH2:31])(=[O:28])=[O:27])[CH2:11][C:12]1[CH:17]=[CH:16][CH:15]=[C:14]([O:18][CH2:19]C=C)[CH:13]=1)[CH2:2][CH2:3][CH3:4].